Dataset: Catalyst prediction with 721,799 reactions and 888 catalyst types from USPTO. Task: Predict which catalyst facilitates the given reaction. (1) Reactant: COC[O:4][C:5]1[CH:10]=[CH:9][C:8]([C:11]2[S:12][C:13]([C:17]([O:19][CH2:20][CH3:21])=[O:18])=[C:14]([CH3:16])[N:15]=2)=[CH:7][C:6]=1[N:22]1[CH:26]=[N:25][N:24]=[N:23]1.Cl. Product: [OH:4][C:5]1[CH:10]=[CH:9][C:8]([C:11]2[S:12][C:13]([C:17]([O:19][CH2:20][CH3:21])=[O:18])=[C:14]([CH3:16])[N:15]=2)=[CH:7][C:6]=1[N:22]1[CH:26]=[N:25][N:24]=[N:23]1. The catalyst class is: 12. (2) Reactant: [F:1][C:2]1[C:3](I)=[C:4]2[C:14]3[C:9](=[CH:10][N:11]=[C:12]([C:15]4[CH:16]=[N:17][CH:18]=[CH:19][CH:20]=4)[CH:13]=3)[NH:8][C:5]2=[N:6][CH:7]=1.[CH3:22][N:23]([CH3:44])[CH2:24][CH2:25][NH:26][C:27](=[O:43])[C:28]1[CH:33]=[CH:32][C:31](B2OC(C)(C)C(C)(C)O2)=[CH:30][CH:29]=1.C(=O)([O-])[O-].[Cs+].[Cs+]. Product: [CH3:22][N:23]([CH3:44])[CH2:24][CH2:25][NH:26][C:27](=[O:43])[C:28]1[CH:33]=[CH:32][C:31]([C:3]2[C:2]([F:1])=[CH:7][N:6]=[C:5]3[NH:8][C:9]4[C:14]([C:4]=23)=[CH:13][C:12]([C:15]2[CH:16]=[N:17][CH:18]=[CH:19][CH:20]=2)=[N:11][CH:10]=4)=[CH:30][CH:29]=1. The catalyst class is: 70. (3) Reactant: Cl[C:2]1[N:7]=[C:6]([NH:8][CH:9]2[CH2:11][CH2:10]2)[C:5]([C:12]#[N:13])=[CH:4][N:3]=1.[CH3:14][O:15][CH2:16][CH2:17][NH:18][S:19]([C:22]1[CH:28]=[CH:27][C:25]([NH2:26])=[CH:24][CH:23]=1)(=[O:21])=[O:20]. Product: [C:12]([C:5]1[C:6]([NH:8][CH:9]2[CH2:11][CH2:10]2)=[N:7][C:2]([NH:26][C:25]2[CH:27]=[CH:28][C:22]([S:19](=[O:21])(=[O:20])[NH:18][CH2:17][CH2:16][O:15][CH3:14])=[CH:23][CH:24]=2)=[N:3][CH:4]=1)#[N:13]. The catalyst class is: 868. (4) Reactant: C(OC([NH:11][C@H:12]1[CH2:17][CH2:16][N:15]([C:18]2[CH:23]=[C:22]([C:24]([O:26][CH3:27])=[O:25])[CH:21]=[C:20]([CH3:28])[N:19]=2)[CH2:14][C@H:13]1[O:29][CH3:30])=O)C1C=CC=CC=1. Product: [NH2:11][C@H:12]1[CH2:17][CH2:16][N:15]([C:18]2[CH:23]=[C:22]([C:24]([O:26][CH3:27])=[O:25])[CH:21]=[C:20]([CH3:28])[N:19]=2)[CH2:14][C@H:13]1[O:29][CH3:30]. The catalyst class is: 719.